Predict the reactants needed to synthesize the given product. From a dataset of Full USPTO retrosynthesis dataset with 1.9M reactions from patents (1976-2016). (1) Given the product [Br:4][C:5]1[CH:6]=[CH:7][CH:8]=[C:9]2[C:13]=1[N:12]([CH3:14])[C:11]([C:15]([Cl:1])=[O:17])=[CH:10]2, predict the reactants needed to synthesize it. The reactants are: [Cl:1]CCl.[Br:4][C:5]1[CH:6]=[CH:7][CH:8]=[C:9]2[C:13]=1[N:12]([CH3:14])[C:11]([C:15]([OH:17])=O)=[CH:10]2.C(Cl)(=O)C(Cl)=O. (2) The reactants are: C1(P(=[CH:20][C:21]([O:23][CH3:24])=[O:22])(C2C=CC=CC=2)C2C=CC=CC=2)C=CC=CC=1.[Br:25][C:26]1[O:30][C:29]([CH:31]=O)=[CH:28][CH:27]=1.O. Given the product [Br:25][C:26]1[O:30][C:29]([CH:31]=[CH:20][C:21]([O:23][CH3:24])=[O:22])=[CH:28][CH:27]=1, predict the reactants needed to synthesize it. (3) Given the product [C:1]([C:4]1[C:5](=[O:34])[N:6]([CH3:33])[C:7]2[C:12]([C:13]=1[NH2:14])=[CH:11][C:10]([C:18]1[CH:19]=[CH:20][C:21]([Cl:24])=[CH:22][CH:23]=1)=[C:9]([C:25]1[CH:30]=[CH:29][C:28]([Cl:31])=[CH:27][C:26]=1[Cl:32])[N:8]=2)(=[O:3])[CH3:2], predict the reactants needed to synthesize it. The reactants are: [C:1]([C:4]1[C:5](=[O:34])[N:6]([CH3:33])[C:7]2[C:12]([C:13]=1[NH:14]C(=O)C)=[CH:11][C:10]([C:18]1[CH:23]=[CH:22][C:21]([Cl:24])=[CH:20][CH:19]=1)=[C:9]([C:25]1[CH:30]=[CH:29][C:28]([Cl:31])=[CH:27][C:26]=1[Cl:32])[N:8]=2)(=[O:3])[CH3:2].Cl. (4) Given the product [CH3:12][N:9]1[C:10]2[C:5](=[CH:4][C:3]([CH:13]=[O:32])=[C:2]([C:20]3[CH:19]=[N:18][N:17]([CH3:16])[CH:21]=3)[CH:11]=2)[NH:6][CH2:7][CH2:8]1, predict the reactants needed to synthesize it. The reactants are: Br[C:2]1[CH:11]=[C:10]2[C:5]([NH:6][CH2:7][CH2:8][N:9]2[CH3:12])=[CH:4][C:3]=1[CH:13](F)F.[CH3:16][N:17]1[CH:21]=[C:20](B2OC(C)(C)C(C)(C)O2)[CH:19]=[N:18]1.C(=O)([O-])[O-:32].[Na+].[Na+].C1(P(C2CCCCC2)C2C=CC=CC=2C2C(C(C)C)=CC(C(C)C)=CC=2C(C)C)CCCCC1. (5) Given the product [C:34]([OH:39])(=[O:38])[C:35]([OH:37])=[O:36].[F:25][C:22]([F:23])([F:24])[C:14]1[CH:13]=[C:12]([CH:17]=[C:16]([C:18]([F:21])([F:20])[F:19])[CH:15]=1)[CH2:11][O:10][C@H:7]1[CH2:8][CH2:9][N:4]([CH2:1][CH3:2])[CH2:5][C@H:6]1[C:26]1[CH:31]=[CH:30][CH:29]=[CH:28][CH:27]=1, predict the reactants needed to synthesize it. The reactants are: [C:1]([N:4]1[CH2:9][CH2:8][C@H:7]([O:10][CH2:11][C:12]2[CH:17]=[C:16]([C:18]([F:21])([F:20])[F:19])[CH:15]=[C:14]([C:22]([F:25])([F:24])[F:23])[CH:13]=2)[C@H:6]([C:26]2[CH:31]=[CH:30][CH:29]=[CH:28][CH:27]=2)[CH2:5]1)(=O)[CH3:2].CO.[C:34]([OH:39])(=[O:38])[C:35]([OH:37])=[O:36]. (6) Given the product [NH2:4][C:5]1[CH:13]=[C:12]([N+:14]([O-:16])=[O:15])[C:11]([O:17][CH3:18])=[CH:10][C:6]=1[C:7]([OH:9])=[O:8], predict the reactants needed to synthesize it. The reactants are: C([NH:4][C:5]1[CH:13]=[C:12]([N+:14]([O-:16])=[O:15])[C:11]([O:17][CH3:18])=[CH:10][C:6]=1[C:7]([OH:9])=[O:8])(=O)C.Cl. (7) Given the product [OH:1][CH:2]1[CH2:7][CH2:6][N:5]([C:15](=[O:17])[CH3:16])[CH2:4][CH2:3]1, predict the reactants needed to synthesize it. The reactants are: [OH:1][C:2]1[CH:7]=[CH:6][N:5]=[CH:4][CH:3]=1.C(N(CC)CC)C.[C:15](Cl)(=[O:17])[CH3:16]. (8) Given the product [CH:35]1([CH2:40][CH2:41][O:25][C:22]2[CH:21]=[CH:20][C:19]([C@H:17]3[CH2:16][O:15][C:11]4=[CH:12][C:13]5[CH2:14][C@@H:5]([C:3]([OH:2])=[O:4])[N:6]([C@H:26]([C:29]6[CH:34]=[CH:33][CH:32]=[CH:31][CH:30]=6)[CH2:27][CH3:28])[CH2:7][C:8]=5[CH:9]=[C:10]4[O:18]3)=[CH:24][CH:23]=2)[CH2:39][CH2:38][CH2:37][CH2:36]1, predict the reactants needed to synthesize it. The reactants are: C[O:2][C:3]([CH:5]1[CH2:14][C:13]2[CH:12]=[C:11]3[O:15][CH2:16][C@H:17]([C:19]4[CH:24]=[CH:23][C:22]([OH:25])=[CH:21][CH:20]=4)[O:18][C:10]3=[CH:9][C:8]=2[CH2:7][N:6]1[C@H:26]([C:29]1[CH:34]=[CH:33][CH:32]=[CH:31][CH:30]=1)[CH2:27][CH3:28])=[O:4].[CH:35]1([CH2:40][CH2:41]O)[CH2:39][CH2:38][CH2:37][CH2:36]1.C1(P(C2C=CC=CC=2)C2C=CC=CC=2)C=CC=CC=1.CC(OC(/N=N/C(OC(C)C)=O)=O)C.